This data is from Catalyst prediction with 721,799 reactions and 888 catalyst types from USPTO. The task is: Predict which catalyst facilitates the given reaction. (1) Reactant: C([O:4][CH2:5][C:6]([CH3:49])([CH3:48])[CH2:7][N:8]1[C:14]2[CH:15]=[CH:16][C:17]([Cl:19])=[CH:18][C:13]=2[C@@H:12]([C:20]2[CH:25]=[CH:24][CH:23]=[C:22]([O:26][CH3:27])[C:21]=2[O:28][CH3:29])[O:11][C@H:10]([CH2:30][C:31]([NH:33][C:34]2[CH:35]=[C:36]([CH2:40][CH2:41][C:42]([O:44]CC)=[O:43])[CH:37]=[CH:38][CH:39]=2)=[O:32])[C:9]1=[O:47])(=O)C.[OH-].[Na+].C(O)C. Product: [Cl:19][C:17]1[CH:16]=[CH:15][C:14]2[N:8]([CH2:7][C:6]([CH3:49])([CH3:48])[CH2:5][OH:4])[C:9](=[O:47])[C@@H:10]([CH2:30][C:31]([NH:33][C:34]3[CH:35]=[C:36]([CH2:40][CH2:41][C:42]([OH:44])=[O:43])[CH:37]=[CH:38][CH:39]=3)=[O:32])[O:11][C@H:12]([C:20]3[CH:25]=[CH:24][CH:23]=[C:22]([O:26][CH3:27])[C:21]=3[O:28][CH3:29])[C:13]=2[CH:18]=1. The catalyst class is: 6. (2) The catalyst class is: 5. Reactant: CO[C:3]([CH:5]1[C:10](=O)[CH2:9][CH2:8][O:7][CH2:6]1)=[O:4].CCN(CC)CC.[Cl:19][CH2:20][C:21]([NH2:23])=[NH:22].C(Cl)Cl. Product: [Cl:19][CH2:20][C:21]1[NH:23][C:3](=[O:4])[C:5]2[CH2:6][O:7][CH2:8][CH2:9][C:10]=2[N:22]=1. (3) Reactant: [F:1][C:2]1[CH:3]=[C:4]([CH:8]=[CH:9][C:10]=1[O:11][CH3:12])[C:5](Cl)=[O:6].[Al+3].[Cl-].[Cl-].[Cl-].[Cl:17][CH2:18][CH2:19][O:20][C:21]1[CH:26]=[CH:25][CH:24]=[CH:23][CH:22]=1.Cl. Product: [Cl:17][CH2:18][CH2:19][O:20][C:21]1[CH:26]=[CH:25][C:24]([C:5]([C:4]2[CH:8]=[CH:9][C:10]([O:11][CH3:12])=[C:2]([F:1])[CH:3]=2)=[O:6])=[CH:23][CH:22]=1. The catalyst class is: 4. (4) Reactant: [Br:1][C:2]1[CH:3]=[CH:4][C:5]([C:8](=[O:18])[CH2:9]NC(=O)OC(C)(C)C)=[N:6][CH:7]=1.Cl.O1CCOCC1.CO. Product: [Br:1][C:2]1[CH:3]=[CH:4][C:5]([C:8](=[O:18])[CH3:9])=[N:6][CH:7]=1. The catalyst class is: 2. (5) Reactant: Cl.CN(C)CCCN=C=NCC.[Cl-].[CH:14]1([C:20]2([C:26]([O:28][CH2:29][CH3:30])=[O:27])[CH2:25][CH2:24][NH2+:23][CH2:22][CH2:21]2)[CH2:19][CH2:18][CH2:17][CH2:16][CH2:15]1.[C:31]([O:35][C:36]([N:38]1[CH2:42][CH2:41][CH:40]([C:43](O)=[O:44])[CH:39]1[C:46]1[CH:51]=[CH:50][CH:49]=[CH:48][CH:47]=1)=[O:37])([CH3:34])([CH3:33])[CH3:32].ON1C2C=CC=CC=2N=N1.CN1CCOCC1.C(=O)(O)[O-].[Na+]. Product: [C:31]([O:35][C:36]([N:38]1[CH2:42][CH2:41][CH:40]([C:43]([N:23]2[CH2:22][CH2:21][C:20]([CH:14]3[CH2:15][CH2:16][CH2:17][CH2:18][CH2:19]3)([C:26]([O:28][CH2:29][CH3:30])=[O:27])[CH2:25][CH2:24]2)=[O:44])[CH:39]1[C:46]1[CH:47]=[CH:48][CH:49]=[CH:50][CH:51]=1)=[O:37])([CH3:34])([CH3:32])[CH3:33]. The catalyst class is: 2. (6) Reactant: Br[C:2]1[CH:7]=[CH:6][C:5]([CH2:8][O:9][CH3:10])=[CH:4][N:3]=1.C([Li])CCC.[O:16]1[C:20]2([CH2:25][CH2:24][C:23](=[O:26])[CH2:22][CH2:21]2)OCC1.Cl.C([O-])(O)=O.[Na+].O. Product: [OH:26][C:23]1([C:2]2[CH:7]=[CH:6][C:5]([CH2:8][O:9][CH3:10])=[CH:4][N:3]=2)[CH2:24][CH2:25][C:20](=[O:16])[CH2:21][CH2:22]1. The catalyst class is: 134. (7) Reactant: Cl.[NH2:2][CH:3]([C:9](=[O:16])[CH:10]1[CH2:15][CH2:14][O:13][CH2:12][CH2:11]1)[C:4]([O:6][CH2:7][CH3:8])=[O:5].Cl.N[CH:19](C(=O)C1CCOC1)[C:20](OCC)=O.O1CCC(C(Cl)=O)CC1.C(OCC)(OCC)(OCC)C. Product: [CH3:19][C:20]1[O:16][C:9]([CH:10]2[CH2:15][CH2:14][O:13][CH2:12][CH2:11]2)=[C:3]([C:4]([O:6][CH2:7][CH3:8])=[O:5])[N:2]=1. The catalyst class is: 5. (8) Reactant: [Cl:1][C:2]1[N:3]=[C:4]2[CH:13]=[C:12]([CH3:14])[CH:11]=[N:10][C:5]2=[N:6][C:7]=1[NH:8][NH2:9].[CH:15](OC)(OC)OC. Product: [Cl:1][C:2]1[C:7]2[N:6]([CH:15]=[N:9][N:8]=2)[C:5]2[N:10]=[CH:11][C:12]([CH3:14])=[CH:13][C:4]=2[N:3]=1. The catalyst class is: 28. (9) Reactant: [F:1][C:2]([F:33])([F:32])[C:3]1[CH:4]=[CH:5][C:6]([O:9][C:10]2[CH:11]=[C:12]([CH:16]3[CH2:19][C:18]4([CH2:24][CH2:23][N:22](C(OC(C)(C)C)=O)[CH2:21][CH2:20]4)[CH2:17]3)[CH:13]=[CH:14][CH:15]=2)=[N:7][CH:8]=1.[C:34]([OH:40])([C:36]([F:39])([F:38])[F:37])=[O:35]. Product: [F:37][C:36]([F:39])([F:38])[C:34]([OH:40])=[O:35].[F:33][C:2]([F:1])([F:32])[C:3]1[CH:4]=[CH:5][C:6]([O:9][C:10]2[CH:11]=[C:12]([CH:16]3[CH2:19][C:18]4([CH2:20][CH2:21][NH:22][CH2:23][CH2:24]4)[CH2:17]3)[CH:13]=[CH:14][CH:15]=2)=[N:7][CH:8]=1. The catalyst class is: 4. (10) Reactant: IC1C=C2C(=CC=1)NC(=O)C2=O.B(O)(O)C1C=CC2C3C(C(C)(C)C=2C=1)=CC=CC=3.[C:31]([O-:34])(O)=[O:32].[Na+].[CH3:36][C:37]1([CH3:61])[C:49]2[CH:48]=[C:47]([C:50]3[CH:51]=[C:52]4[C:56](=[CH:57][CH:58]=3)[NH:55]C(=O)C4=O)[CH:46]=[CH:45][C:44]=2[C:43]2[C:38]1=[CH:39][CH:40]=[CH:41][CH:42]=2. Product: [NH2:55][C:56]1[CH:52]=[CH:51][C:50]([C:47]2[CH:46]=[CH:45][C:44]3[C:43]4[C:38](=[CH:39][CH:40]=[CH:41][CH:42]=4)[C:37]([CH3:61])([CH3:36])[C:49]=3[CH:48]=2)=[CH:58][C:57]=1[C:31]([OH:34])=[O:32]. The catalyst class is: 104.